Dataset: Reaction yield outcomes from USPTO patents with 853,638 reactions. Task: Predict the reaction yield, written as a fraction of the theoretical maximum amount of product (1.0 means a 100% yield; for example, 0.34 means a 34% yield). (1) The reactants are [C:1]1([S:7]([C:10]([CH:19]2[CH2:31][C:22]3[NH:23][C:24]4[CH:25]=[CH:26][C:27]([Cl:30])=[CH:28][C:29]=4[C:21]=3[CH2:20]2)([F:18])[C:11]2[O:15][N:14]=[C:13]([CH2:16][NH2:17])[N:12]=2)(=[O:9])=[O:8])[CH:6]=[CH:5][CH:4]=[CH:3][CH:2]=1.[F:32][C:33]([F:38])([F:37])[C:34](O)=[O:35].N1C=CC=CC=1. The catalyst is C(Cl)Cl. The product is [C:1]1([S:7]([C:10]([CH:19]2[CH2:31][C:22]3[NH:23][C:24]4[CH:25]=[CH:26][C:27]([Cl:30])=[CH:28][C:29]=4[C:21]=3[CH2:20]2)([F:18])[C:11]2[O:15][N:14]=[C:13]([CH2:16][NH:17][C:34](=[O:35])[C:33]([F:38])([F:37])[F:32])[N:12]=2)(=[O:9])=[O:8])[CH:2]=[CH:3][CH:4]=[CH:5][CH:6]=1. The yield is 0.120. (2) The product is [C:28]([S:30][CH:21]1[CH2:20][N:19]([C:16]2[S:17][CH:18]=[C:14]([C:12](=[O:13])[NH:11][CH2:10][CH2:9][O:8][Si:1]([C:4]([CH3:7])([CH3:5])[CH3:6])([CH3:2])[CH3:3])[N:15]=2)[CH2:22]1)(=[O:31])[CH3:29]. The yield is 0.650. The reactants are [Si:1]([O:8][CH2:9][CH2:10][NH:11][C:12]([C:14]1[N:15]=[C:16]([N:19]2[CH2:22][CH:21](OS(C)(=O)=O)[CH2:20]2)[S:17][CH:18]=1)=[O:13])([C:4]([CH3:7])([CH3:6])[CH3:5])([CH3:3])[CH3:2].[C:28]([O-:31])(=[S:30])[CH3:29].[K+]. The catalyst is CN(C)C=O. (3) The reactants are Br[C:2]1[CH:8]=[CH:7][C:5]([NH2:6])=[C:4]([CH3:9])[CH:3]=1.[CH3:10][PH:11](=[O:13])[CH3:12].P([O-])([O-])([O-])=O.[K+].[K+].[K+]. The catalyst is CN(C=O)C.C([O-])(=O)C.[Pd+2].C([O-])(=O)C.CC1(C)C2C(=C(P(C3C=CC=CC=3)C3C=CC=CC=3)C=CC=2)OC2C(P(C3C=CC=CC=3)C3C=CC=CC=3)=CC=CC1=2. The product is [CH3:10][P:11]([C:2]1[CH:8]=[CH:7][C:5]([NH2:6])=[C:4]([CH3:9])[CH:3]=1)([CH3:12])=[O:13]. The yield is 0.850. (4) The reactants are [N:1]([CH2:4][CH2:5][C:6]1[N:7]=[C:8]([C:12]2[CH:17]=[CH:16][C:15]([CH3:18])=[CH:14][CH:13]=2)[S:9][C:10]=1[CH3:11])=[N+]=[N-].C1(P(C2C=CC=CC=2)C2C=CC=CC=2)C=CC=CC=1. The catalyst is O. The product is [CH3:11][C:10]1[S:9][C:8]([C:12]2[CH:17]=[CH:16][C:15]([CH3:18])=[CH:14][CH:13]=2)=[N:7][C:6]=1[CH2:5][CH2:4][NH2:1]. The yield is 0.997. (5) The reactants are CO[CH:3]([O:10][CH3:11])[C:4]1[CH:9]=[CH:8][CH:7]=[CH:6][CH:5]=1.[SH:12][CH2:13]CCO. The catalyst is C1COCC1.O.[O-2].[O-2].[O-2].O=[Si]=O.O=[Si]=O.O=[Si]=O.O=[Si]=O.[Al+3].[Al+3]. The product is [C:4]1([CH:3]2[S:12][CH2:13][CH2:11][O:10]2)[CH:9]=[CH:8][CH:7]=[CH:6][CH:5]=1. The yield is 0.970. (6) The reactants are Br[C:2]1[CH:3]=[CH:4][C:5]([F:19])=[C:6]([C@:8]2([CH3:18])[C@H:14]3[C@H:12]([C:13]3([F:16])[F:15])[S:11][C:10]([NH2:17])=[N:9]2)[CH:7]=1.O=C1O[C@H]([C@H](CO)O)C([O-])=C1O.[Na+].[N-:33]=[N+:34]=[N-:35].[Na+].CP(C)C. The catalyst is O.CCOC(C)=O.[Cu]I. The product is [N:33]([C:2]1[CH:3]=[CH:4][C:5]([F:19])=[C:6]([C@:8]2([CH3:18])[C@H:14]3[C@H:12]([C:13]3([F:16])[F:15])[S:11][C:10]([NH2:17])=[N:9]2)[CH:7]=1)=[N+:34]=[N-:35]. The yield is 0.630. (7) The reactants are [Cl:1][C:2]1[CH:3]=[CH:4][C:5]2[N:6]=[CH:7][N:8]=[C:9](OC3CCOCC3)[C:10]=2[N:11]=1.[CH3:19][O:20][C:21]1[N:26]=[CH:25][C:24]([NH2:27])=[CH:23][CH:22]=1.C([O-])(=O)C.[Na+]. The catalyst is CCOC(C)=O. The product is [Cl:1][C:2]1[CH:3]=[CH:4][C:5]2[N:6]=[CH:7][N:8]=[C:9]([NH:27][C:24]3[CH:25]=[N:26][C:21]([O:20][CH3:19])=[CH:22][CH:23]=3)[C:10]=2[N:11]=1. The yield is 0.590. (8) The reactants are [Cl:1][C:2]1[CH:7]=[CH:6][CH:5]=[C:4]([CH2:8][OH:9])[C:3]=1[NH:10][C:11]([C:13]1[S:17][C:16]([NH:18][C:19]([C:32]2[CH:37]=[CH:36][CH:35]=[CH:34][CH:33]=2)([C:26]2[CH:31]=[CH:30][CH:29]=[CH:28][CH:27]=2)[C:20]2[CH:25]=[CH:24][CH:23]=[CH:22][CH:21]=2)=[N:15][CH:14]=1)=[O:12].CN1CCOCC1.[CH3:45][C:46]([CH3:51])([CH3:50])[C:47](Cl)=[O:48].[NH4+].[Cl-]. The catalyst is C1COCC1.O. The product is [C:47]([O:9][CH2:8][C:4]1[CH:5]=[CH:6][CH:7]=[C:2]([Cl:1])[C:3]=1[NH:10][C:11]([C:13]1[S:17][C:16]([NH:18][C:19]([C:32]2[CH:37]=[CH:36][CH:35]=[CH:34][CH:33]=2)([C:26]2[CH:27]=[CH:28][CH:29]=[CH:30][CH:31]=2)[C:20]2[CH:25]=[CH:24][CH:23]=[CH:22][CH:21]=2)=[N:15][CH:14]=1)=[O:12])(=[O:48])[C:46]([CH3:51])([CH3:50])[CH3:45]. The yield is 1.00. (9) The reactants are [CH3:1][C:2]1([CH3:48])[CH2:6][C:5]2([CH2:11][CH2:10][CH2:9][N:8]([CH:12]3[CH2:17][CH2:16][N:15]([C:18]([C:20]4[C:29]5[C:24](=[CH:25][CH:26]=[CH:27][CH:28]=5)[N:23]=[C:22]([N:30]5[CH2:35][CH2:34][C:33]([OH:46])([C:36]([O:38]CC6C=CC=CC=6)=[O:37])[CH2:32][CH2:31]5)[CH:21]=4)=[O:19])[CH2:14][CH2:13]3)[CH2:7]2)[C:4](=[O:47])[O:3]1.C(OC(C)C)(C)C. No catalyst specified. The product is [CH3:1][C:2]1([CH3:48])[CH2:6][C:5]2([CH2:11][CH2:10][CH2:9][N:8]([CH:12]3[CH2:13][CH2:14][N:15]([C:18]([C:20]4[C:29]5[C:24](=[CH:25][CH:26]=[CH:27][CH:28]=5)[N:23]=[C:22]([N:30]5[CH2:31][CH2:32][C:33]([OH:46])([C:36]([OH:38])=[O:37])[CH2:34][CH2:35]5)[CH:21]=4)=[O:19])[CH2:16][CH2:17]3)[CH2:7]2)[C:4](=[O:47])[O:3]1. The yield is 0.730. (10) The reactants are [Si]([O:8][C:9]([CH3:44])([CH3:43])[CH2:10][N:11]1[C:19]2[C:14](=[CH:15][C:16]([O:20][C:21]3[CH:41]=[CH:40][C:39]([F:42])=[CH:38][C:22]=3[CH2:23][NH:24][C:25]([NH:27][C:28]3[N:29]([CH3:37])[N:30]=[C:31]([C:33]([CH3:36])([CH3:35])[CH3:34])[CH:32]=3)=[O:26])=[CH:17][CH:18]=2)[CH:13]=[N:12]1)(C(C)(C)C)(C)C.CCCC[N+](CCCC)(CCCC)CCCC.[F-].[NH4+].[Cl-]. The catalyst is ClCCl. The product is [C:33]([C:31]1[CH:32]=[C:28]([NH:27][C:25]([NH:24][CH2:23][C:22]2[CH:38]=[C:39]([F:42])[CH:40]=[CH:41][C:21]=2[O:20][C:16]2[CH:15]=[C:14]3[C:19](=[CH:18][CH:17]=2)[N:11]([CH2:10][C:9]([OH:8])([CH3:44])[CH3:43])[N:12]=[CH:13]3)=[O:26])[N:29]([CH3:37])[N:30]=1)([CH3:36])([CH3:34])[CH3:35]. The yield is 0.870.